Dataset: Reaction yield outcomes from USPTO patents with 853,638 reactions. Task: Predict the reaction yield, written as a fraction of the theoretical maximum amount of product (1.0 means a 100% yield; for example, 0.34 means a 34% yield). (1) The reactants are O[CH:2]([C:5]1[C:13]2[O:12][CH2:11][CH:10]([C:14]3[CH:19]=[CH:18][C:17]([CH:20]([CH3:22])[CH3:21])=[CH:16][CH:15]=3)[C:9]=2[C:8]([CH3:23])=[C:7]([NH:24][C:25](=[O:31])[CH2:26][C:27]([CH3:30])([CH3:29])[CH3:28])[C:6]=1[CH3:32])[CH2:3][CH3:4]. The catalyst is C(OCC)(=O)C.CCCCCC. The product is [CH:20]([C:17]1[CH:18]=[CH:19][C:14]([CH:10]2[C:9]3[C:8]([CH3:23])=[C:7]([NH:24][C:25](=[O:31])[CH2:26][C:27]([CH3:28])([CH3:30])[CH3:29])[C:6]([CH3:32])=[C:5]([CH2:2][CH2:3][CH3:4])[C:13]=3[O:12][CH2:11]2)=[CH:15][CH:16]=1)([CH3:21])[CH3:22]. The yield is 0.860. (2) The reactants are Cl[C:2]1[C:11]2[C:6](=[C:7]([O:13][CH3:14])[CH:8]=[C:9]([F:12])[CH:10]=2)[CH:5]=[CH:4][N:3]=1.[F-:15].[Cs+]. The catalyst is CS(C)=O.CCOC(C)=O. The product is [F:15][C:2]1[C:11]2[C:6](=[C:7]([O:13][CH3:14])[CH:8]=[C:9]([F:12])[CH:10]=2)[CH:5]=[CH:4][N:3]=1. The yield is 1.05. (3) The reactants are ClC1C=CC=C(Cl)C=1C1N(CC2CCCNC2)C2N=C(NCC3C=C(O)C=CC=3)N=CC=2C=1.[Cl:34][C:35]1[CH:40]=[CH:39][CH:38]=[C:37]([Cl:41])[C:36]=1[C:42]1[N:61]([CH2:62][C@@H:63]2[CH2:68][CH2:67][CH2:66][N:65](C(OC(C)(C)C)=O)[CH2:64]2)[C:45]2[N:46]=[C:47]([NH:50][CH2:51][C:52]3[CH:57]=[CH:56][C:55]([O:58][CH3:59])=[C:54]([F:60])[CH:53]=3)[N:48]=[CH:49][C:44]=2[CH:43]=1. No catalyst specified. The product is [Cl:41][C:37]1[CH:38]=[CH:39][CH:40]=[C:35]([Cl:34])[C:36]=1[C:42]1[N:61]([CH2:62][C@@H:63]2[CH2:68][CH2:67][CH2:66][NH:65][CH2:64]2)[C:45]2[N:46]=[C:47]([NH:50][CH2:51][C:52]3[CH:57]=[CH:56][C:55]([O:58][CH3:59])=[C:54]([F:60])[CH:53]=3)[N:48]=[CH:49][C:44]=2[CH:43]=1. The yield is 0.330. (4) The reactants are [CH2:1]([NH:3][C:4]([NH:6][C:7]1[S:8][C:9]2[C:15]([C:16]3[N:17]=[C:18]([O:21]C)[S:19][CH:20]=3)=[CH:14][C:13]([C:23]3[CH:24]=[N:25][CH:26]=[CH:27][CH:28]=3)=[CH:12][C:10]=2[N:11]=1)=[O:5])[CH3:2].B(Br)(Br)Br. The catalyst is C(Cl)Cl. The yield is 0.0700. The product is [CH2:1]([NH:3][C:4]([NH:6][C:7]1[S:8][C:9]2[C:15]([C:16]3[N:17]=[C:18]([OH:21])[S:19][CH:20]=3)=[CH:14][C:13]([C:23]3[CH:24]=[N:25][CH:26]=[CH:27][CH:28]=3)=[CH:12][C:10]=2[N:11]=1)=[O:5])[CH3:2]. (5) The reactants are [CH3:1][O:2][C:3]1[CH:8]=[CH:7][C:6]([CH3:9])=[CH:5][C:4]=1[OH:10].C1(P(C2C=CC=CC=2)C2C=CC=CC=2)C=CC=CC=1.CCOC(/N=N/C(OCC)=O)=O.[CH3:42][N:43]1[CH2:48][CH2:47][CH:46]([CH2:49]O)[CH2:45][CH2:44]1. The catalyst is C1COCC1.CO.C(Cl)Cl. The product is [CH3:1][O:2][C:3]1[CH:8]=[CH:7][C:6]([CH3:9])=[CH:5][C:4]=1[O:10][CH2:49][CH:46]1[CH2:47][CH2:48][N:43]([CH3:42])[CH2:44][CH2:45]1. The yield is 0.570. (6) The reactants are [F:1][C:2]1([F:16])[CH2:7][CH2:6][CH:5]([CH2:8][CH2:9][C:10](=[O:15])[C:11]([F:14])([F:13])[CH3:12])[CH2:4][CH2:3]1.C1CCN2C(=NCCC2)CC1.Cl[Si:29]([CH2:34][CH3:35])([CH2:32][CH3:33])[CH2:30][CH3:31].C(=O)([O-])O.[Na+]. The catalyst is C1COCC1. The product is [F:1][C:2]1([F:16])[CH2:7][CH2:6][CH:5]([CH2:8][CH:9]=[C:10]([O:15][Si:29]([CH2:34][CH3:35])([CH2:32][CH3:33])[CH2:30][CH3:31])[C:11]([F:14])([F:13])[CH3:12])[CH2:4][CH2:3]1. The yield is 0.430. (7) The reactants are [CH2:1]([C:3]([C:28]1[CH:33]=[CH:32][C:31]([OH:34])=[C:30]([CH3:35])[CH:29]=1)([C:6]1[CH:11]=[CH:10][C:9]([C:12]#[C:13][C:14]([O:23][CH2:24][O:25][CH3:26])([C:19]([F:22])([F:21])[F:20])[C:15]([F:18])([F:17])[F:16])=[C:8]([CH3:27])[CH:7]=1)[CH2:4][CH3:5])[CH3:2].O[CH2:37][C@H:38]1[O:43][C:42](=[O:44])[CH2:41][CH2:40][CH2:39]1. No catalyst specified. The product is [CH2:1]([C:3]([C:28]1[CH:33]=[CH:32][C:31]([O:34][CH2:37][C@H:38]2[O:43][C:42](=[O:44])[CH2:41][CH2:40][CH2:39]2)=[C:30]([CH3:35])[CH:29]=1)([C:6]1[CH:11]=[CH:10][C:9]([C:12]#[C:13][C:14]([O:23][CH2:24][O:25][CH3:26])([C:19]([F:20])([F:21])[F:22])[C:15]([F:18])([F:17])[F:16])=[C:8]([CH3:27])[CH:7]=1)[CH2:4][CH3:5])[CH3:2]. The yield is 0.460.